From a dataset of Reaction yield outcomes from USPTO patents with 853,638 reactions. Predict the reaction yield, written as a fraction of the theoretical maximum amount of product (1.0 means a 100% yield; for example, 0.34 means a 34% yield). (1) The reactants are [N+:1]([C:4]1[CH:9]=[CH:8][C:7]([C:10]2[CH:15]=[CH:14][C:13]([C:16](=[O:28])[CH2:17][C:18]3([C:24]([O:26][CH3:27])=[O:25])[CH2:23][CH2:22][O:21][CH2:20][CH2:19]3)=[CH:12][CH:11]=2)=[CH:6][CH:5]=1)([O-])=O.Cl. The catalyst is C(O)C.[Fe]. The product is [NH2:1][C:4]1[CH:5]=[CH:6][C:7]([C:10]2[CH:11]=[CH:12][C:13]([C:16](=[O:28])[CH2:17][C:18]3([C:24]([O:26][CH3:27])=[O:25])[CH2:19][CH2:20][O:21][CH2:22][CH2:23]3)=[CH:14][CH:15]=2)=[CH:8][CH:9]=1. The yield is 0.910. (2) The reactants are [C:1]([O:4]CC)(=[O:3])C.[C:7]([O-])(O)=O.[Na+:11].[CH3:12][O:13][C:14]([O:17][CH3:18])([CH3:16])[CH3:15]. No catalyst specified. The product is [CH3:15][C:14]1([CH3:16])[O:17][C:18]([CH3:7])([C:1]([O-:4])=[O:3])[CH2:12][O:13]1.[Na+:11]. The yield is 0.920. (3) The reactants are [NH2:1][C:2]1[N:7]=[CH:6][N:5]=[C:4]2[N:8]([CH2:25][C@@H:26]3[CH2:30][CH2:29][CH2:28][N:27]3[C:31](=[O:35])[CH2:32][C:33]#[N:34])[N:9]=[C:10]([C:11]3[CH:16]=[CH:15][C:14]([O:17][C:18]4[CH:23]=[CH:22][CH:21]=[CH:20][CH:19]=4)=[CH:13][C:12]=3[F:24])[C:3]=12.[CH:36]1([CH:39]=O)[CH2:38][CH2:37]1.N1CCCCC1. The catalyst is C(O)C. The product is [NH2:1][C:2]1[N:7]=[CH:6][N:5]=[C:4]2[N:8]([CH2:25][C@@H:26]3[CH2:30][CH2:29][CH2:28][N:27]3[C:31]([C:32](=[CH:39][CH:36]3[CH2:38][CH2:37]3)[C:33]#[N:34])=[O:35])[N:9]=[C:10]([C:11]3[CH:16]=[CH:15][C:14]([O:17][C:18]4[CH:19]=[CH:20][CH:21]=[CH:22][CH:23]=4)=[CH:13][C:12]=3[F:24])[C:3]=12. The yield is 0.550. (4) The reactants are [CH3:1][S:2]([C:4]1[CH:10]=[CH:9][CH:8]=[CH:7][C:5]=1[NH2:6])=[O:3].P(=O)(O)(O)O.[N+]([O-])(O)=O.[N:20]([O-])=O.[Na+].C([O-])(=O)C.[K+].[C:29]([CH2:32][C:33](=[O:35])[CH3:34])(=[O:31])[CH3:30]. The catalyst is O.C(O)C. The product is [CH3:1][S:2]([C:4]1[CH:10]=[CH:9][CH:8]=[CH:7][C:5]=1[NH:6][N:20]=[C:32]([C:33](=[O:35])[CH3:34])[C:29](=[O:31])[CH3:30])=[O:3]. The yield is 0.770. (5) The reactants are CC(O)(C(C)(O)C)C.C(OCC[N:14]1[CH:18]=[C:17]([B:19]2[O:23][C:22]([CH3:25])([CH3:24])[C:21]([CH3:27])([CH3:26])[O:20]2)[CH:16]=[N:15]1)C.Cl.C(N(CC)CC)C. The catalyst is ClCCCl.CC(OC)(C)C.O. The product is [CH3:26][C:21]1([CH3:27])[C:22]([CH3:24])([CH3:25])[O:23][B:19]([C:17]2[CH:16]=[N:15][NH:14][CH:18]=2)[O:20]1. The yield is 0.773. (6) The reactants are Cl[C:2]1[C:7]([CH3:8])=[CH:6][C:5]([F:9])=[CH:4][N:3]=1.[Na].C1C=CC(P(C2C(C3C(P(C4C=CC=CC=4)C4C=CC=CC=4)=CC=C4C=3C=CC=C4)=C3C(C=CC=C3)=CC=2)C2C=CC=CC=2)=CC=1.C(=[NH:70])(C1C=CC=CC=1)C1C=CC=CC=1. The catalyst is C1(C)C=CC=CC=1.C1C=CC(/C=C/C(/C=C/C2C=CC=CC=2)=O)=CC=1.C1C=CC(/C=C/C(/C=C/C2C=CC=CC=2)=O)=CC=1.C1C=CC(/C=C/C(/C=C/C2C=CC=CC=2)=O)=CC=1.[Pd].[Pd]. The product is [F:9][C:5]1[CH:6]=[C:7]([CH3:8])[C:2]([NH2:70])=[N:3][CH:4]=1. The yield is 0.552. (7) The reactants are N1C=CC=CC=1.[CH2:7]([N:14]1[CH2:19][C@@H:18]([CH2:20][C:21]2[CH:26]=[CH:25][CH:24]=[CH:23][CH:22]=2)[NH:17][CH2:16][C@H:15]1[CH3:27])[C:8]1[CH:13]=[CH:12][CH:11]=[CH:10][CH:9]=1.Cl[C:29]([O:31][CH3:32])=[O:30]. The catalyst is C(Cl)Cl. The product is [CH2:20]([C@@H:18]1[CH2:19][N:14]([CH2:7][C:8]2[CH:9]=[CH:10][CH:11]=[CH:12][CH:13]=2)[C@H:15]([CH3:27])[CH2:16][N:17]1[C:29]([O:31][CH3:32])=[O:30])[C:21]1[CH:26]=[CH:25][CH:24]=[CH:23][CH:22]=1. The yield is 0.490. (8) The reactants are [Cl:1][C:2]1[CH:10]=[C:9]2[C:5]([C:6]([C:11]([N:13]3[CH2:18][CH2:17][C:16]4([C:22]5[CH:23]=[CH:24][CH:25]=[CH:26][C:21]=5[CH2:20][O:19]4)[CH2:15][CH2:14]3)=[O:12])=[CH:7][NH:8]2)=[CH:4][CH:3]=1.[O:27]1[CH2:32][CH2:31][CH:30]([CH2:33]COS(C)(=O)=O)[CH2:29][CH2:28]1. No catalyst specified. The product is [Cl:1][C:2]1[CH:10]=[C:9]2[C:5]([C:6]([C:11]([N:13]3[CH2:18][CH2:17][C:16]4([C:22]5[CH:23]=[CH:24][CH:25]=[CH:26][C:21]=5[CH2:20][O:19]4)[CH2:15][CH2:14]3)=[O:12])=[CH:7][N:8]2[CH2:33][CH:30]2[CH2:31][CH2:32][O:27][CH2:28][CH2:29]2)=[CH:4][CH:3]=1. The yield is 0.550.